This data is from Forward reaction prediction with 1.9M reactions from USPTO patents (1976-2016). The task is: Predict the product of the given reaction. (1) Given the reactants C[O:2][C:3]1[CH:12]=[CH:11][C:6]([C:7]([O:9]C)=O)=[CH:5][CH:4]=1.C[O:14][C:15]1[CH:20]=[CH:19][C:18]([CH2:21][C:22]#[N:23])=[CH:17][CH:16]=1.[Li+].CC([N-]C(C)C)C, predict the reaction product. The product is: [NH2:23][C:22]1[C:5]2[C:6](=[CH:11][CH:12]=[C:3]([OH:2])[CH:4]=2)[C:7](=[O:9])[C:21]=1[C:18]1[CH:19]=[CH:20][C:15]([OH:14])=[CH:16][CH:17]=1. (2) Given the reactants [CH:1]1([NH2:9])[CH2:8][CH2:7][CH2:6][CH2:5][CH2:4][CH2:3][CH2:2]1.Cl[C:11]1[C:12]2[CH:20]=[C:19]([F:21])[N:18]=[CH:17][C:13]=2[N:14]=[CH:15][N:16]=1.C(N(C(C)C)CC)(C)C, predict the reaction product. The product is: [CH:1]1([NH:9][C:11]2[C:12]3[CH:20]=[C:19]([F:21])[N:18]=[CH:17][C:13]=3[N:14]=[CH:15][N:16]=2)[CH2:8][CH2:7][CH2:6][CH2:5][CH2:4][CH2:3][CH2:2]1. (3) Given the reactants [CH:1]([N:4]1[CH:8]=[N:7][CH:6]=[N:5]1)([CH3:3])[CH3:2].C([Li])CCC.[CH3:14][C:15](N(C)C)=[O:16].[Cl-].[NH4+], predict the reaction product. The product is: [CH:1]([N:4]1[C:8]([C:15](=[O:16])[CH3:14])=[N:7][CH:6]=[N:5]1)([CH3:3])[CH3:2]. (4) Given the reactants [CH3:1][C:2]1[NH:7][C:6](=O)[CH:5]=[CH:4][C:3]=1[N+:9]([O-:11])=[O:10].P(Cl)(Cl)([Cl:14])=O, predict the reaction product. The product is: [Cl:14][C:6]1[CH:5]=[CH:4][C:3]([N+:9]([O-:11])=[O:10])=[C:2]([CH3:1])[N:7]=1. (5) The product is: [Cl:1][CH2:2][CH:3]1[C:11]2[C:10]3[CH:12]=[CH:13][C:14]([C:16]#[N:17])=[CH:15][C:9]=3[C:8]([N+:25]([O-:27])=[O:26])=[CH:7][C:6]=2[NH:5][CH2:4]1. Given the reactants [Cl:1][CH2:2][CH:3]1[C:11]2[C:10]3[CH:12]=[CH:13][C:14]([C:16]#[N:17])=[CH:15][C:9]=3[CH:8]=[CH:7][C:6]=2[N:5](C(OC(C)(C)C)=O)[CH2:4]1.[N+:25]([O-])([O-:27])=[O:26].[K+].N, predict the reaction product. (6) Given the reactants [C:1]([C:5]1[CH:10]=[CH:9][C:8]([C:11]2[N:12]([C:32](Cl)=[O:33])[C@@:13]([C:25]3[CH:30]=[CH:29][C:28]([Cl:31])=[CH:27][CH:26]=3)([CH3:24])[C@@:14]([C:17]3[CH:22]=[CH:21][C:20]([Cl:23])=[CH:19][CH:18]=3)([CH3:16])[N:15]=2)=[C:7]([O:35][CH2:36][CH3:37])[CH:6]=1)([CH3:4])([CH3:3])[CH3:2].[NH:38]1[CH2:43][CH2:42][NH:41][CH2:40][CH2:39]1, predict the reaction product. The product is: [C:1]([C:5]1[CH:10]=[CH:9][C:8]([C:11]2[N:12]([C:32]([N:38]3[CH2:43][CH2:42][NH:41][CH2:40][CH2:39]3)=[O:33])[C@@:13]([C:25]3[CH:30]=[CH:29][C:28]([Cl:31])=[CH:27][CH:26]=3)([CH3:24])[C@@:14]([C:17]3[CH:22]=[CH:21][C:20]([Cl:23])=[CH:19][CH:18]=3)([CH3:16])[N:15]=2)=[C:7]([O:35][CH2:36][CH3:37])[CH:6]=1)([CH3:2])([CH3:3])[CH3:4]. (7) The product is: [F:1][C:2]1[CH:3]=[C:4]([C:19]2[CH:24]=[CH:23][C:22]([C:25]([OH:27])=[O:26])=[C:21]([O:29][CH3:30])[CH:20]=2)[CH:5]=[CH:6][C:7]=1[NH:8][C:9]1[S:10][C:11]2[CH:17]=[C:16]([F:18])[CH:15]=[CH:14][C:12]=2[N:13]=1. Given the reactants [F:1][C:2]1[CH:3]=[C:4]([C:19]2[CH:24]=[CH:23][C:22]([C:25]([O:27]C)=[O:26])=[C:21]([O:29][CH3:30])[CH:20]=2)[CH:5]=[CH:6][C:7]=1[NH:8][C:9]1[S:10][C:11]2[CH:17]=[C:16]([F:18])[CH:15]=[CH:14][C:12]=2[N:13]=1.CO.O.[OH-].[Na+], predict the reaction product.